This data is from Catalyst prediction with 721,799 reactions and 888 catalyst types from USPTO. The task is: Predict which catalyst facilitates the given reaction. (1) Reactant: [H-].[Na+].[Si:3]([O:10][CH2:11][CH:12]1[CH2:17][CH2:16][C:15]([CH:19]=[CH2:20])([OH:18])[CH2:14][CH2:13]1)([C:6]([CH3:9])([CH3:8])[CH3:7])([CH3:5])[CH3:4].[CH3:21]I. Product: [C:6]([Si:3]([O:10][CH2:11][CH:12]1[CH2:17][CH2:16][C:15]([O:18][CH3:21])([CH:19]=[CH2:20])[CH2:14][CH2:13]1)([CH3:4])[CH3:5])([CH3:9])([CH3:8])[CH3:7]. The catalyst class is: 9. (2) Reactant: C[O:2][C:3](=[O:25])[CH2:4][C:5]1[CH:6]=[C:7]([C:13]2[CH:18]=[CH:17][C:16]([C:19]([F:22])([F:21])[F:20])=[CH:15][C:14]=2[CH:23]=[O:24])[C:8]([O:11][CH3:12])=[CH:9][CH:10]=1.[OH-].[Na+].Cl. Product: [CH:23]([C:14]1[CH:15]=[C:16]([C:19]([F:22])([F:21])[F:20])[CH:17]=[CH:18][C:13]=1[C:7]1[C:8]([O:11][CH3:12])=[CH:9][CH:10]=[C:5]([CH2:4][C:3]([OH:25])=[O:2])[CH:6]=1)=[O:24]. The catalyst class is: 92. (3) Reactant: Br[C:2]1[CH:3]=[C:4]([CH:8]=[C:9]([F:11])[CH:10]=1)[C:5]([OH:7])=[O:6].[CH:12]1(B(O)O)[CH2:14][CH2:13]1.[O-]P([O-])([O-])=O.[K+].[K+].[K+].Cl. Product: [CH:12]1([C:2]2[CH:3]=[C:4]([CH:8]=[C:9]([F:11])[CH:10]=2)[C:5]([OH:7])=[O:6])[CH2:14][CH2:13]1. The catalyst class is: 398. (4) Reactant: [Cl:1][C:2]1[S:6][C:5]([S:7]([NH:10][C:11]2[C:19]3[C:14](=[CH:15][CH:16]=[CH:17][C:18]=3[O:20][CH3:21])[N:13]([CH2:22][C:23]3[CH:28]=[CH:27][C:26]([CH2:29][NH:30][C:31](=[O:37])[O:32]C(C)(C)C)=[CH:25][CH:24]=3)[N:12]=2)(=[O:9])=[O:8])=[CH:4][CH:3]=1.Cl. Product: [CH:31]([OH:37])=[O:32].[NH2:30][CH2:29][C:26]1[CH:25]=[CH:24][C:23]([CH2:22][N:13]2[C:14]3[C:19](=[C:18]([O:20][CH3:21])[CH:17]=[CH:16][CH:15]=3)[C:11]([NH:10][S:7]([C:5]3[S:6][C:2]([Cl:1])=[CH:3][CH:4]=3)(=[O:9])=[O:8])=[N:12]2)=[CH:28][CH:27]=1. The catalyst class is: 4. (5) Reactant: [N+:1]([C:4]1[C:5]([OH:14])=[C:6]([O:12][CH3:13])[CH:7]=[C:8]([CH:11]=1)[CH:9]=[O:10])([O-:3])=[O:2].[C:15](=O)([O-])[O-].[K+].[K+].IC.CN(C)C=O. Product: [CH3:13][O:12][C:6]1[CH:7]=[C:8]([CH:11]=[C:4]([N+:1]([O-:3])=[O:2])[C:5]=1[O:14][CH3:15])[CH:9]=[O:10]. The catalyst class is: 6.